This data is from CYP2C19 inhibition data for predicting drug metabolism from PubChem BioAssay. The task is: Regression/Classification. Given a drug SMILES string, predict its absorption, distribution, metabolism, or excretion properties. Task type varies by dataset: regression for continuous measurements (e.g., permeability, clearance, half-life) or binary classification for categorical outcomes (e.g., BBB penetration, CYP inhibition). Dataset: cyp2c19_veith. (1) The drug is COc1ccccc1C1=NOC(COc2ccc(Cl)c3cccnc23)C1. The result is 1 (inhibitor). (2) The drug is O=C(CSCC(=O)OCn1nnc2ccccc2c1=O)Nc1ccc(Cl)cc1. The result is 1 (inhibitor). (3) The molecule is Cc1ccc(C(CC(=O)c2ccco2)SCCO)cc1. The result is 1 (inhibitor).